The task is: Predict which catalyst facilitates the given reaction.. This data is from Catalyst prediction with 721,799 reactions and 888 catalyst types from USPTO. (1) Reactant: [C:1]([O:5][C:6]([NH:8][C@@H:9]([CH2:13][C:14]1[CH:19]=[CH:18][C:17]([O:20][CH2:21][C:22]2[CH:27]=[CH:26][C:25]([C:28]([O:30][CH3:31])=[O:29])=[CH:24][CH:23]=2)=[CH:16][CH:15]=1)[C:10](O)=[O:11])=[O:7])([CH3:4])([CH3:3])[CH3:2].CN1CCOCC1.ClC(OCC(C)C)=O.[BH4-].[Na+]. Product: [C:1]([O:5][C:6]([NH:8][C@H:9]([CH2:10][OH:11])[CH2:13][C:14]1[CH:19]=[CH:18][C:17]([O:20][CH2:21][C:22]2[CH:23]=[CH:24][C:25]([C:28]([O:30][CH3:31])=[O:29])=[CH:26][CH:27]=2)=[CH:16][CH:15]=1)=[O:7])([CH3:3])([CH3:4])[CH3:2]. The catalyst class is: 278. (2) Reactant: [NH2:1][CH2:2][CH2:3][N:4]1[C:13]2[C:8](=[N:9][CH:10]=[C:11]([CH2:14][C:15]3[CH:20]=[CH:19][C:18]([F:21])=[CH:17][CH:16]=3)[CH:12]=2)[C:7]([OH:22])=[C:6]([C:23]([NH:25][CH2:26][CH2:27][OH:28])=[O:24])[C:5]1=[O:29].C(N(C(C)C)CC)(C)C.Cl[C:40]([O:42][CH3:43])=[O:41].O. Product: [F:21][C:18]1[CH:17]=[CH:16][C:15]([CH2:14][C:11]2[CH:12]=[C:13]3[C:8]([C:7]([OH:22])=[C:6]([C:23]([NH:25][CH2:26][CH2:27][OH:28])=[O:24])[C:5](=[O:29])[N:4]3[CH2:3][CH2:2][NH:1][C:40](=[O:41])[O:42][CH3:43])=[N:9][CH:10]=2)=[CH:20][CH:19]=1. The catalyst class is: 3.